From a dataset of Catalyst prediction with 721,799 reactions and 888 catalyst types from USPTO. Predict which catalyst facilitates the given reaction. (1) Reactant: [NH2:1][CH2:2][C:3]1[CH:12]=[C:11]2[C:6]([C:7]([C:25]3[CH:30]=[CH:29][C:28]([CH3:31])=[C:27]([CH3:32])[CH:26]=3)=[C:8]([CH:15]([O:20][C:21]([CH3:24])([CH3:23])[CH3:22])[C:16]([O:18][CH3:19])=[O:17])[N:9]([CH3:14])[C:10]2=[O:13])=[CH:5][CH:4]=1.CCN(CC)CC.[CH3:40][N:41]([CH3:46])[S:42](Cl)(=[O:44])=[O:43]. Product: [C:21]([O:20][CH:15]([C:8]1[N:9]([CH3:14])[C:10](=[O:13])[C:11]2[C:6]([C:7]=1[C:25]1[CH:30]=[CH:29][C:28]([CH3:31])=[C:27]([CH3:32])[CH:26]=1)=[CH:5][CH:4]=[C:3]([CH2:2][NH:1][S:42](=[O:44])(=[O:43])[N:41]([CH3:46])[CH3:40])[CH:12]=2)[C:16]([O:18][CH3:19])=[O:17])([CH3:22])([CH3:23])[CH3:24]. The catalyst class is: 4. (2) Reactant: CC1(C)C(C)(C)OB([C:9]2[CH:10]=[C:11]3[C:15](=[CH:16][CH:17]=2)[N:14](C(OC(C)(C)C)=O)[CH:13]=[CH:12]3)O1.C(=O)([O-])[O-].[Cs+].[Cs+].[PH3:32].[Au:33]. Product: [PH3:32].[Au+:33].[NH:14]1[C:15]2[C:11](=[CH:10][CH:9]=[CH:17][CH:16]=2)[CH:12]=[CH:13]1. The catalyst class is: 32. (3) Reactant: FC(F)(F)C(O)=O.[CH:8]1([CH:13]([N:18]2[CH:22]=[C:21]([C:23]3[C:24]4[CH:32]=[CH:31][N:30](OCC[Si](C)(C)C)[C:25]=4[N:26]=[C:27](C)[N:28]=3)[CH:20]=[N:19]2)[CH2:14][CH:15]2[CH2:17][CH2:16]2)[CH2:12][CH2:11][CH2:10][CH2:9]1.C(O)(C(F)(F)F)=O. Product: [CH:8]1([CH:13]([N:18]2[CH:22]=[C:21]([C:23]3[C:24]4[CH:32]=[CH:31][NH:30][C:25]=4[N:26]=[CH:27][N:28]=3)[CH:20]=[N:19]2)[CH2:14][CH:15]2[CH2:17][CH2:16]2)[CH2:12][CH2:11][CH2:10][CH2:9]1. The catalyst class is: 2. (4) The catalyst class is: 6. Reactant: N[C:2]1[CH:10]=[CH:9][CH:8]=[C:7]([CH3:11])[C:3]=1[C:4]([OH:6])=[O:5].Br.N([O-])=O.[Na+].[OH-:17].[Na+]. Product: [CH3:11][C:7]1[C:3]2[C:4](=[O:5])[O:6][C:3]3[CH:7]=[CH:8][CH:9]=[CH:10][C:2]=3[O:17][C:2]=2[CH:10]=[CH:9][CH:8]=1. (5) Reactant: [C:1]1([S:7](Cl)(=[O:9])=[O:8])[CH:6]=[CH:5][CH:4]=[CH:3][CH:2]=1.[NH2:11][C:12]1[N:17]=[C:16]([C:18]2[S:22][C:21]([NH:23][C:24](=[O:26])[CH3:25])=[N:20][C:19]=2[CH3:27])[CH:15]=[CH:14][CH:13]=1.CCCC(C)C. The catalyst class is: 17. Product: [CH3:27][C:19]1[N:20]=[C:21]([NH:23][C:24](=[O:26])[CH3:25])[S:22][C:18]=1[C:16]1[CH:15]=[CH:14][CH:13]=[C:12]([NH:11][S:7]([C:1]2[CH:6]=[CH:5][CH:4]=[CH:3][CH:2]=2)(=[O:9])=[O:8])[N:17]=1. (6) Reactant: [C:1]1([NH2:8])[CH:6]=[CH:5][CH:4]=[C:3]([NH2:7])[CH:2]=1.[C:9]1(=[O:15])[O:14][C:12](=[O:13])[CH:11]=[CH:10]1. Product: [NH2:7][C:3]1[CH:2]=[C:1]([NH:8][C:9](=[O:15])/[CH:10]=[CH:11]\[C:12]([OH:14])=[O:13])[CH:6]=[CH:5][CH:4]=1. The catalyst class is: 7. (7) Reactant: C1COCC1.[F:6][C:7]1[CH:12]=[C:11]([O:13][CH3:14])[CH:10]=[C:9]([F:15])[CH:8]=1.C([Li])CCC.[F:21][C:22]([F:27])([F:26])[C:23]([CH3:25])=[O:24]. Product: [F:6][C:7]1[CH:12]=[C:11]([O:13][CH3:14])[CH:10]=[C:9]([F:15])[C:8]=1[C:23]([OH:24])([CH3:25])[C:22]([F:27])([F:26])[F:21]. The catalyst class is: 81.